This data is from Catalyst prediction with 721,799 reactions and 888 catalyst types from USPTO. The task is: Predict which catalyst facilitates the given reaction. (1) Reactant: [CH3:1][C:2]1[CH:3]=[CH:4][C:5]([N+:11]([O-])=O)=[C:6]([CH:10]=1)[C:7]([OH:9])=[O:8]. Product: [NH2:11][C:5]1[CH:4]=[CH:3][C:2]([CH3:1])=[CH:10][C:6]=1[C:7]([OH:9])=[O:8]. The catalyst class is: 29. (2) Reactant: [CH3:1][O:2][C:3]1[CH:8]=[CH:7][C:6]([S:9]([CH2:12][C:13](=[CH2:19])[C:14]([O:16][CH2:17][CH3:18])=[O:15])(=[O:11])=[O:10])=[CH:5][CH:4]=1.S(C1C=C(C(C)(C)C)C(O)=CC=1C)C1C=C(C(C)(C)C)C([OH:31])=CC=1C.ClC1C=C(C=CC=1)C(OO)=O. Product: [CH3:1][O:2][C:3]1[CH:8]=[CH:7][C:6]([S:9]([CH2:12][C:13]2([C:14]([O:16][CH2:17][CH3:18])=[O:15])[CH2:19][O:31]2)(=[O:11])=[O:10])=[CH:5][CH:4]=1. The catalyst class is: 344. (3) Reactant: [CH3:1][S:2]([C:5]1[CH:10]=[CH:9][C:8]([C:11]2[CH:16]=[CH:15][C:14]([O:17][CH2:18][CH:19]3[CH2:24][CH2:23][N:22]([CH2:25][C:26]4(O)[CH2:31][CH2:30][CH2:29][CH2:28][CH2:27]4)[CH2:21][CH2:20]3)=[CH:13][CH:12]=2)=[CH:7][CH:6]=1)(=[O:4])=[O:3].CCN(S(F)(F)[F:39])CC.C([O-])(O)=O.[Na+]. Product: [F:39][C:26]1([CH2:25][N:22]2[CH2:23][CH2:24][CH:19]([CH2:18][O:17][C:14]3[CH:15]=[CH:16][C:11]([C:8]4[CH:9]=[CH:10][C:5]([S:2]([CH3:1])(=[O:4])=[O:3])=[CH:6][CH:7]=4)=[CH:12][CH:13]=3)[CH2:20][CH2:21]2)[CH2:31][CH2:30][CH2:29][CH2:28][CH2:27]1. The catalyst class is: 2. (4) The catalyst class is: 203. Product: [F:46][C:43]1[CH:44]=[CH:45][C:32]2[C:31](=[CH:30][C:16]3[CH:15]=[CH:14][C:13]4[N:9]([CH2:8][CH2:7][CH2:28][N:9]5[CH2:10][CH2:47][O:50][CH2:7][CH2:8]5)[C:10](=[O:27])[NH:11][C:12]=4[CH:17]=3)[C:37]3[CH:38]=[CH:39][CH:40]=[CH:41][C:36]=3[CH2:35][O:34][C:33]=2[CH:42]=1. Reactant: N1([CH:7]([CH3:28])[CH2:8][N:9]2[C:13]3[CH:14]=[CH:15][C:16](B4OC(C)(C)C(C)(C)O4)=[CH:17][C:12]=3[NH:11][C:10]2=[O:27])CCOCC1.Br[CH:30]=[C:31]1[C:37]2[CH:38]=[CH:39][CH:40]=[CH:41][C:36]=2[CH2:35][O:34][C:33]2[CH:42]=[C:43]([F:46])[CH:44]=[CH:45][C:32]1=2.[C:47]([O-:50])([O-])=O.[Na+].[Na+]. (5) Reactant: Br[C:2]1[CH:7]=[CH:6][C:5]([S:8]([N:11]2[C:19]3[C:14](=[CH:15][C:16]([C:20]4[CH:25]=[CH:24][C:23]([C:26]([F:29])([F:28])[F:27])=[CH:22][CH:21]=4)=[CH:17][CH:18]=3)[CH2:13][CH2:12]2)(=[O:10])=[O:9])=[CH:4][C:3]=1[Cl:30].[Cu](C#N)[C:32]#[N:33].C(OCC)(=O)C. Product: [Cl:30][C:3]1[CH:4]=[C:5]([S:8]([N:11]2[C:19]3[C:14](=[CH:15][C:16]([C:20]4[CH:25]=[CH:24][C:23]([C:26]([F:29])([F:28])[F:27])=[CH:22][CH:21]=4)=[CH:17][CH:18]=3)[CH2:13][CH2:12]2)(=[O:10])=[O:9])[CH:6]=[CH:7][C:2]=1[C:32]#[N:33]. The catalyst class is: 9.